Binary Classification. Given a drug SMILES string, predict its activity (active/inactive) in a high-throughput screening assay against a specified biological target. From a dataset of Choline transporter screen with 302,306 compounds. The drug is O1C(C2(CCCC2)C(=O)C2(CCCCC2)C1=O)c1cc([N+]([O-])=O)ccc1. The result is 0 (inactive).